Dataset: Blood-brain barrier permeability classification from the B3DB database. Task: Regression/Classification. Given a drug SMILES string, predict its absorption, distribution, metabolism, or excretion properties. Task type varies by dataset: regression for continuous measurements (e.g., permeability, clearance, half-life) or binary classification for categorical outcomes (e.g., BBB penetration, CYP inhibition). Dataset: b3db_classification. (1) The compound is O=C(NCc1ccccc1)OCCO. The result is 1 (penetrates BBB). (2) The drug is CC(C)CCO[C@@H](CN1CCCC1)c1ccccc1. The result is 1 (penetrates BBB). (3) The result is 1 (penetrates BBB). The molecule is O=[N+]([O-])c1nccn1CC(O)CF. (4) The molecule is O=C(CO)C(O)C(OC1OC(CO)C(O)C(O)C1O)C(O)CO. The result is 0 (does not penetrate BBB). (5) The drug is CC(C)C(CN1CCCC1)N(C)C(=O)Cc1ccc(Cl)c(Cl)c1. The result is 1 (penetrates BBB). (6) The molecule is CN(C(=O)Cc1ccc(Cl)c(Cl)c1)[C@H]1CC[C@]2(CCCO2)C[C@@H]1N1CCCC1. The result is 1 (penetrates BBB). (7) The drug is CCCCNC[C@H]1COc2cccc(OCC)c2O1. The result is 1 (penetrates BBB). (8) The molecule is CN(C)C[C@H](CN1c2ccccc2Sc2ccccc21)N(C)C. The result is 1 (penetrates BBB).